Predict the product of the given reaction. From a dataset of Forward reaction prediction with 1.9M reactions from USPTO patents (1976-2016). (1) Given the reactants [Br:1][C:2]1[CH:7]=[CH:6][C:5]([OH:8])=[CH:4][CH:3]=1.[C:9]([O:13][C:14](=[O:20])[NH:15][C@H:16]([CH3:19])[CH2:17]O)([CH3:12])([CH3:11])[CH3:10].C1(P(C2C=CC=CC=2)C2C=CC=CC=2)C=CC=CC=1.N(C(OC(C)(C)C)=O)=NC(OC(C)(C)C)=O, predict the reaction product. The product is: [C:9]([O:13][C:14](=[O:20])[NH:15][C@H:16]([CH3:17])[CH2:19][O:8][C:5]1[CH:6]=[CH:7][C:2]([Br:1])=[CH:3][CH:4]=1)([CH3:12])([CH3:11])[CH3:10]. (2) The product is: [C:6]([O:5][C:3](=[O:10])[NH:4][CH:91]([C:92]1[CH:80]=[CH:79][CH:78]=[C:77]([N:84]2[CH2:89][CH2:88][O:87][CH2:86][CH2:85]2)[C:76]=1[F:75])[CH2:90][OH:93])([CH3:9])([CH3:8])[CH3:7]. Given the reactants [OH-].[Na+].[C:3](=[O:10])([O:5][C:6]([CH3:9])([CH3:8])[CH3:7])[NH2:4].ClOC(C)(C)C.CC[C@@H]1[C@@H]2C[C@H]([C@@H](OC3C4C(=CC=CC=4)C(O[C@@H](C4C=CN=C5C=4C=C(OC)C=C5)[C@@H]4N5C[C@H](CC)[C@@H](CC5)C4)=NN=3)C3C=CN=C4C=3C=C(OC)C=C4)N(CC2)C1.[F:75][C:76]1C=[CH:80][C:79](C=C)=[CH:78][C:77]=1[N:84]1[CH2:89][CH2:88][O:87][CH2:86][CH2:85]1.[CH2:90]([OH:93])[CH2:91][CH3:92], predict the reaction product. (3) Given the reactants I[C:2]1[CH:7]=[CH:6][N:5]=[CH:4][C:3]=1[N:8]([CH3:25])[C:9](=[O:24])[C:10]1[CH:15]=[C:14]([C:16]([F:19])([F:18])[F:17])[CH:13]=[C:12]([C:20]([F:23])([F:22])[F:21])[CH:11]=1.[Si]([O:33][CH2:34][CH2:35][C:36]1[CH:41]=[CH:40][CH:39]=[CH:38][C:37]=1B(O)O)(C(C)(C)C)(C)C.C([O-])([O-])=O.[Na+].[Na+].C1(P(C2C=CC=CC=2)C2C=CC=CC=2)C=CC=CC=1.Cl, predict the reaction product. The product is: [OH:33][CH2:34][CH2:35][C:36]1[CH:41]=[CH:40][CH:39]=[CH:38][C:37]=1[C:2]1[CH:7]=[CH:6][N:5]=[CH:4][C:3]=1[N:8]([CH3:25])[C:9](=[O:24])[C:10]1[CH:15]=[C:14]([C:16]([F:19])([F:18])[F:17])[CH:13]=[C:12]([C:20]([F:23])([F:22])[F:21])[CH:11]=1. (4) Given the reactants [OH:1][C:2]1[CH:3]=[N:4][C:5]2[C:10]([CH:11]=1)=[CH:9][CH:8]=[CH:7][CH:6]=2.[Cl:12][C:13]1[CH:18]=[C:17]([N+:19]([O-:21])=[O:20])[CH:16]=[C:15]([Cl:22])[C:14]=1Cl.C(=O)([O-])[O-].[Cs+].[Cs+], predict the reaction product. The product is: [Cl:12][C:13]1[CH:18]=[C:17]([N+:19]([O-:21])=[O:20])[CH:16]=[C:15]([Cl:22])[C:14]=1[O:1][CH:2]1[CH2:11][C:10]2[C:5](=[CH:6][CH:7]=[CH:8][CH:9]=2)[N:4]=[CH:3]1. (5) The product is: [OH:31][CH2:28][C:29]([NH:27][C@H:24]1[CH2:25][CH2:26][C@H:21]([CH2:20][CH2:19][N:16]2[CH2:17][CH2:18][N:13]([C:8]3[C:7]4[CH:6]=[CH:5][S:4][C:12]=4[CH:11]=[CH:10][N:9]=3)[CH2:14][CH2:15]2)[CH2:22][CH2:23]1)=[O:30]. Given the reactants Cl.Cl.Cl.[S:4]1[C:12]2[CH:11]=[CH:10][N:9]=[C:8]([N:13]3[CH2:18][CH2:17][N:16]([CH2:19][CH2:20][C@H:21]4[CH2:26][CH2:25][C@H:24]([NH2:27])[CH2:23][CH2:22]4)[CH2:15][CH2:14]3)[C:7]=2[CH:6]=[CH:5]1.[C:28](O)(=[O:31])[CH2:29][OH:30], predict the reaction product. (6) Given the reactants Br[C:2]1[CH:7]=[CH:6][N:5]2[C:8]([NH:11][CH:12]([CH3:14])[CH3:13])=[N:9][N:10]=[C:4]2[CH:3]=1.[CH:15]1([NH:18][C:19](=[O:36])[C:20]2[CH:25]=[CH:24][C:23]([CH3:26])=[C:22](B3OC(C)(C)C(C)(C)O3)[CH:21]=2)[CH2:17][CH2:16]1.O.C(=O)([O-])[O-].[Na+].[Na+], predict the reaction product. The product is: [CH:15]1([NH:18][C:19](=[O:36])[C:20]2[CH:25]=[CH:24][C:23]([CH3:26])=[C:22]([C:2]3[CH:7]=[CH:6][N:5]4[C:8]([NH:11][CH:12]([CH3:14])[CH3:13])=[N:9][N:10]=[C:4]4[CH:3]=3)[CH:21]=2)[CH2:16][CH2:17]1. (7) Given the reactants [N:1]1[CH:6]=[CH:5][CH:4]=[C:3]([O:7][CH2:8][CH2:9][OH:10])[CH:2]=1.[Cl:11][C:12]1[C:13]([N:18]2[CH2:23][CH2:22][N:21](C(OC(C)(C)C)=O)[CH2:20][C@@H:19]2[CH3:31])=[N:14][CH:15]=[CH:16][N:17]=1.Cl, predict the reaction product. The product is: [ClH:11].[CH3:31][C@H:19]1[CH2:20][NH:21][CH2:22][CH2:23][N:18]1[C:13]1[C:12]([O:10][CH2:9][CH2:8][O:7][C:3]2[CH:2]=[N:1][CH:6]=[CH:5][CH:4]=2)=[N:17][CH:16]=[CH:15][N:14]=1. (8) Given the reactants [N:1]1(C(OCC2C=CC=CC=2)=O)[CH2:6][CH2:5][C:4]2([C:18]3[CH:17]=[N:16][NH:15][C:14]=3[C:13]3[CH:12]=[CH:11][CH:10]=[CH:9][C:8]=3[O:7]2)[CH2:3][CH2:2]1, predict the reaction product. The product is: [NH:1]1[CH2:6][CH2:5][C:4]2([C:18]3[CH:17]=[N:16][NH:15][C:14]=3[C:13]3[CH:12]=[CH:11][CH:10]=[CH:9][C:8]=3[O:7]2)[CH2:3][CH2:2]1. (9) Given the reactants [CH3:1][S:2]([CH2:5][O:6][CH2:7][CH2:8][N:9]1[C:13]2[CH:14]=[CH:15][C:16]([C:18]([OH:20])=O)=[CH:17][C:12]=2[N:11]=[CH:10]1)(=[O:4])=[O:3].[NH:21]1[CH:30]2[CH:25]([CH2:26][CH2:27][CH2:28][CH2:29]2)[CH2:24][CH2:23][CH2:22]1.C1C=CC2N(O)N=NC=2C=1.CCN(C(C)C)C(C)C.CCN=C=NCCCN(C)C.Cl.Cl, predict the reaction product. The product is: [CH3:1][S:2]([CH2:5][O:6][CH2:7][CH2:8][N:9]1[C:13]2[CH:14]=[CH:15][C:16]([C:18]([N:21]3[CH:30]4[CH:25]([CH2:26][CH2:27][CH2:28][CH2:29]4)[CH2:24][CH2:23][CH2:22]3)=[O:20])=[CH:17][C:12]=2[N:11]=[CH:10]1)(=[O:3])=[O:4].